This data is from Reaction yield outcomes from USPTO patents with 853,638 reactions. The task is: Predict the reaction yield, written as a fraction of the theoretical maximum amount of product (1.0 means a 100% yield; for example, 0.34 means a 34% yield). (1) The reactants are [CH2:1]([O:3][P:4]([CH2:9][CH2:10]OCC)(=[O:8])[O:5][CH2:6][CH3:7])[CH3:2].[BH4-].[Li+].C[CH2:17][O:18]CC. The catalyst is C1COCC1. The product is [CH2:6]([O:5][P:4]([CH2:9][CH2:10][CH2:17][OH:18])(=[O:8])[O:3][CH2:1][CH3:2])[CH3:7]. The yield is 0.240. (2) The reactants are C(N(C(C)C)CC)(C)C.O[C@@H:11]1[CH2:15][CH2:14][O:13][C:12]1=[O:16].FC(F)(F)S(OS(C(F)(F)F)(=O)=O)(=O)=O.[Cl:32][C:33]1[CH:34]=[C:35]2[C:40](=[CH:41][CH:42]=1)[NH:39][CH2:38][CH2:37][CH2:36]2. The catalyst is ClCCl.C(OC(=O)C)C. The product is [Cl:32][C:33]1[CH:34]=[C:35]2[C:40](=[CH:41][CH:42]=1)[N:39]([C@H:11]1[CH2:15][CH2:14][O:13][C:12]1=[O:16])[CH2:38][CH2:37][CH2:36]2. The yield is 0.930. (3) The reactants are [NH:1]1[CH2:5][CH2:4][CH2:3][CH2:2]1.[Cl:6][CH2:7][C:8](Cl)=[O:9].[OH-].[Na+]. The catalyst is C(Cl)Cl. The product is [Cl:6][CH2:7][C:8]([N:1]1[CH2:5][CH2:4][CH2:3][CH2:2]1)=[O:9]. The yield is 0.486. (4) The reactants are [Cl:1][C:2]1[S:6][C:5]([CH2:7][N:8]2[C:12]3=[N:13][CH:14]=[CH:15][CH:16]=[C:11]3[C:10]([CH:17]3[CH2:22][CH2:21][NH:20][CH2:19][CH2:18]3)=[CH:9]2)=[CH:4][CH:3]=1.Cl[CH2:24][CH2:25][O:26][C:27]1[CH:36]=[CH:35][CH:34]=[CH:33][C:28]=1[C:29]([O:31][CH3:32])=[O:30]. No catalyst specified. The product is [CH3:32][O:31][C:29](=[O:30])[C:28]1[CH:33]=[CH:34][CH:35]=[CH:36][C:27]=1[O:26][CH2:25][CH2:24][N:20]1[CH2:19][CH2:18][CH:17]([C:10]2[C:11]3[C:12](=[N:13][CH:14]=[CH:15][CH:16]=3)[N:8]([CH2:7][C:5]3[S:6][C:2]([Cl:1])=[CH:3][CH:4]=3)[CH:9]=2)[CH2:22][CH2:21]1. The yield is 0.330.